This data is from Full USPTO retrosynthesis dataset with 1.9M reactions from patents (1976-2016). The task is: Predict the reactants needed to synthesize the given product. (1) Given the product [NH2:2][C:3]1[N:11]=[C:10]2[C:6]([N:7]=[CH:8][N:9]2[CH2:12][C:13]([OH:15])=[O:14])=[C:5]([O:26][CH2:19][C:20]2[CH:25]=[CH:24][CH:23]=[CH:22][CH:21]=2)[N:4]=1, predict the reactants needed to synthesize it. The reactants are: [Na].[NH2:2][C:3]1[N:11]=[C:10]2[C:6]([N:7]=[CH:8][N:9]2[CH2:12][C:13]([OH:15])=[O:14])=[C:5](Cl)[N:4]=1.[OH-].[Na+].[CH2:19]([OH:26])[C:20]1[CH:25]=[CH:24][CH:23]=[CH:22][CH:21]=1. (2) The reactants are: II.Br[CH2:4][C:5]1[CH:10]=[CH:9][C:8]([O:11][CH3:12])=[CH:7][CH:6]=1.COC1C=CC=C(OC)C=1C1C=CC=CC=1P(C1CCCCC1)C1CCCCC1.Br[C:43]1[CH:44]=[N:45][CH:46]=[CH:47][CH:48]=1. Given the product [CH3:12][O:11][C:8]1[CH:9]=[CH:10][C:5]([CH2:4][C:43]2[CH:44]=[N:45][CH:46]=[CH:47][CH:48]=2)=[CH:6][CH:7]=1, predict the reactants needed to synthesize it. (3) Given the product [Cl:1][C:2]1[CH:7]=[CH:6][CH:5]=[C:4]([CH:8]2[CH2:10][CH2:9]2)[C:3]=1[C:11]([N:13]1[C:21]2[C:16](=[C:17]([F:22])[CH:18]=[CH:19][CH:20]=2)[C:15]([N:24]2[CH2:29][CH2:28][CH:27]([C:30]([O:32][CH3:33])=[O:31])[CH2:26][CH2:25]2)=[N:14]1)=[O:12], predict the reactants needed to synthesize it. The reactants are: [Cl:1][C:2]1[CH:7]=[CH:6][CH:5]=[C:4]([CH:8]2[CH2:10][CH2:9]2)[C:3]=1[C:11]([N:13]1[C:21]2[C:16](=[C:17]([F:22])[CH:18]=[CH:19][CH:20]=2)[C:15](I)=[N:14]1)=[O:12].[NH:24]1[CH2:29][CH2:28][CH:27]([C:30]([O:32][CH3:33])=[O:31])[CH2:26][CH2:25]1.COC(C)(C)C.C(=O)([O-])[O-].[Cs+].[Cs+]. (4) Given the product [C:1]([N:4]1[C:12]2[C:7](=[CH:8][CH:9]=[C:10]([O:13][CH3:14])[CH:11]=2)[C:6]([CH2:35][C:36]([O:38][CH3:39])=[O:37])=[CH:5]1)(=[O:3])[CH3:2], predict the reactants needed to synthesize it. The reactants are: [C:1]([N:4]1[C:12]2[C:7](=[CH:8][CH:9]=[C:10]([O:13][CH3:14])[CH:11]=2)[C:6](=O)[CH2:5]1)(=[O:3])[CH3:2].C1(P(=[CH:35][C:36]([O:38][CH3:39])=[O:37])(C2C=CC=CC=2)C2C=CC=CC=2)C=CC=CC=1. (5) Given the product [CH2:16]([OH:17])[CH3:15].[C:31](#[N:32])[CH3:30].[C:29]([NH2:37])(=[O:36])[C:30]1[CH:35]=[CH:34][CH:33]=[N:32][CH:31]=1, predict the reactants needed to synthesize it. The reactants are: CC(C)=CCC/C(/C)=C/CC/C(/C)=C/CSC[C@H:15](NC(C)=O)[C:16](O)=[O:17].[OH-].[Na+].[Cl-].[C:29]([NH2:37])(=[O:36])[C:30]1[CH:35]=[CH:34][CH:33]=[N:32][CH:31]=1. (6) Given the product [OH:39][CH:38]([C:43]([CH3:45])([CH3:44])[CH2:42][OH:41])[C:36]([NH:35][C:31]1[C:30]([CH3:48])=[CH:29][C:28]([O:27][CH2:26][CH2:25][CH2:24][CH2:23][C@H:10]2[O:11][CH2:12][C@@H:13]([O:19][C:20](=[O:22])[CH3:21])[C@H:14]([O:15][C:16](=[O:18])[CH3:17])[C@H:9]2[O:8][C:5](=[O:7])[CH3:6])=[CH:33][C:32]=1[CH3:34])=[O:37], predict the reactants needed to synthesize it. The reactants are: CC(O)=O.[C:5]([O:8][C@@H:9]1[C@@H:14]([O:15][C:16](=[O:18])[CH3:17])[C@H:13]([O:19][C:20](=[O:22])[CH3:21])[CH2:12][O:11][C@@H:10]1[CH2:23][CH2:24][CH2:25][CH2:26][O:27][C:28]1[CH:33]=[C:32]([CH3:34])[C:31]([NH:35][C:36]([CH:38]2[C:43]([CH3:45])([CH3:44])[CH2:42][O:41]C(C)(C)[O:39]2)=[O:37])=[C:30]([CH3:48])[CH:29]=1)(=[O:7])[CH3:6]. (7) Given the product [C:1]([O:5][C:6](=[O:25])[N:7]([CH2:9][C:10]1[CH:14]=[C:13]([C:31]2[CH:32]=[CH:33][C:28]([C:26]#[N:27])=[CH:29][CH:30]=2)[N:12]([S:16]([C:19]2[CH:20]=[N:21][CH:22]=[CH:23][CH:24]=2)(=[O:18])=[O:17])[CH:11]=1)[CH3:8])([CH3:4])([CH3:3])[CH3:2], predict the reactants needed to synthesize it. The reactants are: [C:1]([O:5][C:6](=[O:25])[N:7]([CH2:9][C:10]1[CH:14]=[C:13](Br)[N:12]([S:16]([C:19]2[CH:20]=[N:21][CH:22]=[CH:23][CH:24]=2)(=[O:18])=[O:17])[CH:11]=1)[CH3:8])([CH3:4])([CH3:3])[CH3:2].[C:26]([C:28]1[CH:33]=[CH:32][C:31](B(O)O)=[CH:30][CH:29]=1)#[N:27].C(=O)([O-])[O-].[Na+].[Na+].